The task is: Predict the product of the given reaction.. This data is from Forward reaction prediction with 1.9M reactions from USPTO patents (1976-2016). (1) Given the reactants FC1C=CC(S(C)(=O)=O)=CC=1[I:12].[Cl:13][C:14]1[CH:20]=[CH:19][C:18]([S:21]([C:24]([F:27])([F:26])[F:25])(=[O:23])=[O:22])=[CH:17][C:15]=1N, predict the reaction product. The product is: [Cl:13][C:14]1[CH:20]=[CH:19][C:18]([S:21]([C:24]([F:27])([F:26])[F:25])(=[O:23])=[O:22])=[CH:17][C:15]=1[I:12]. (2) Given the reactants [OH:1][C:2]1[CH:3]=[CH:4][C:5]([CH2:12][Cl:13])=[C:6]2[C:11]=1[N:10]=[CH:9][CH:8]=[CH:7]2.[CH2:14](Br)[CH:15]=[CH2:16].C(=O)([O-])[O-].[K+].[K+], predict the reaction product. The product is: [CH2:16]([O:1][C:2]1[CH:3]=[CH:4][C:5]([CH2:12][Cl:13])=[C:6]2[C:11]=1[N:10]=[CH:9][CH:8]=[CH:7]2)[CH:15]=[CH2:14]. (3) The product is: [Cl:23][C:4]1[CH:3]=[C:2]([C:27]#[C:26][Si:25]([CH3:42])([CH3:41])[CH3:24])[CH:7]=[C:6]([O:8][CH3:9])[C:5]=1[CH:10]1[C:20](=[O:21])[CH2:19][C:13]2([CH2:18][CH2:17][O:16][CH2:15][CH2:14]2)[CH2:12][C:11]1=[O:22]. Given the reactants Br[C:2]1[CH:7]=[C:6]([O:8][CH3:9])[C:5]([CH:10]2[C:20](=[O:21])[CH2:19][C:13]3([CH2:18][CH2:17][O:16][CH2:15][CH2:14]3)[CH2:12][C:11]2=[O:22])=[C:4]([Cl:23])[CH:3]=1.[CH3:24][Si:25]([CH3:42])([CH3:41])[C:26]#[C:27][Sn](CCCC)(CCCC)CCCC, predict the reaction product. (4) Given the reactants C1(O)C=CC=CC=1.[F:8][C:9]([F:27])([F:26])[C:10]1[N:14]2[CH:15]=[C:16]([C:19]3[CH:24]=[CH:23][C:22]([OH:25])=[CH:21][CH:20]=3)[CH:17]=[CH:18][C:13]2=[N:12][N:11]=1.Cl[C:29]1[CH:30]=[CH:31][C:32]2[N:33](C(C(F)(F)F)=NN=2)[N:34]=1.C([O-])([O-])=O.[Cs+].[Cs+].C(#N)CCC, predict the reaction product. The product is: [N:33]1[CH:32]=[CH:31][CH:30]=[C:29]([O:25][C:22]2[CH:21]=[CH:20][C:19]([C:16]3[CH:17]=[CH:18][C:13]4[N:14]([C:10]([C:9]([F:8])([F:26])[F:27])=[N:11][N:12]=4)[CH:15]=3)=[CH:24][CH:23]=2)[N:34]=1. (5) Given the reactants I[C:2]1[CH:7]=[CH:6][C:5]([N+:8]([O-:10])=[O:9])=[CH:4][CH:3]=1.[N:11]1([CH2:17][CH2:18][CH2:19][NH2:20])[CH2:16][CH2:15][O:14][CH2:13][CH2:12]1, predict the reaction product. The product is: [N:11]1([CH2:17][CH2:18][CH2:19][NH:20][C:2]2[CH:7]=[CH:6][C:5]([N+:8]([O-:10])=[O:9])=[CH:4][CH:3]=2)[CH2:16][CH2:15][O:14][CH2:13][CH2:12]1.